From a dataset of Catalyst prediction with 721,799 reactions and 888 catalyst types from USPTO. Predict which catalyst facilitates the given reaction. (1) Reactant: [Cl-].C[Al+]C.[C:5]([C:7]1[N:12]=[CH:11][CH:10]=[CH:9][N:8]=1)#[N:6].[C:13]([C:17]1[CH:24]=[CH:23][C:20]([CH2:21][NH2:22])=[CH:19][CH:18]=1)([CH3:16])([CH3:15])[CH3:14].[CH2:25]([C:27](CC)([C:31]([O-])=[O:32])[C:28]([O-])=[O:29])C.[Na].Cl. Product: [CH3:15][C:13]([C:17]1[CH:18]=[CH:19][C:20]([CH2:21][N:22]2[C:28](=[O:29])[C:27]([CH3:25])=[C:31]([OH:32])[N:6]=[C:5]2[C:7]2[N:12]=[CH:11][CH:10]=[CH:9][N:8]=2)=[CH:23][CH:24]=1)([CH3:16])[CH3:14]. The catalyst class is: 93. (2) Reactant: Cl.[C:2](Cl)(=[O:9])[C:3]1[CH:8]=[CH:7][N:6]=[CH:5][CH:4]=1.C(N(CC)CC)C.ClCCl.[NH2:21][C:22]1[CH:27]=[C:26]([C:28]([F:31])([F:30])[F:29])[CH:25]=[CH:24][C:23]=1[N:32]1[CH2:36][CH2:35][CH2:34][CH2:33]1. Product: [N:32]1([C:23]2[CH:24]=[CH:25][C:26]([C:28]([F:30])([F:31])[F:29])=[CH:27][C:22]=2[NH:21][C:2](=[O:9])[C:3]2[CH:8]=[CH:7][N:6]=[CH:5][CH:4]=2)[CH2:36][CH2:35][CH2:34][CH2:33]1. The catalyst class is: 6. (3) Reactant: O.C(=O)([O-])[O-].[Na+].[Na+].[CH3:8][O:9][C:10]1[CH:15]=[CH:14][CH:13]=[CH:12][C:11]=1B(O)O.Br[C:20]1[CH:32]=[CH:31][C:23]([C:24]([O:26][C:27]([CH3:30])([CH3:29])[CH3:28])=[O:25])=[C:22]([NH:33][C:34]([C:36]2[CH:37]=[N:38][CH:39]=[C:40]([C:42]3[CH:47]=[CH:46][CH:45]=[CH:44][CH:43]=3)[CH:41]=2)=[O:35])[CH:21]=1. Product: [CH3:8][O:9][C:10]1[CH:15]=[CH:14][CH:13]=[CH:12][C:11]=1[C:20]1[CH:32]=[CH:31][C:23]([C:24]([O:26][C:27]([CH3:29])([CH3:28])[CH3:30])=[O:25])=[C:22]([NH:33][C:34]([C:36]2[CH:37]=[N:38][CH:39]=[C:40]([C:42]3[CH:47]=[CH:46][CH:45]=[CH:44][CH:43]=3)[CH:41]=2)=[O:35])[CH:21]=1. The catalyst class is: 276. (4) Reactant: [CH3:1][O:2][C:3]1[CH:10]=[C:9]([N+:11]([O-:13])=[O:12])[CH:8]=[CH:7][C:4]=1[CH:5]=[O:6].C1(C)C=CC(S(O)(=O)=O)=CC=1.[CH2:25](O)[CH2:26][OH:27]. Product: [CH3:1][O:2][C:3]1[CH:10]=[C:9]([N+:11]([O-:13])=[O:12])[CH:8]=[CH:7][C:4]=1[CH:5]1[O:27][CH2:26][CH2:25][O:6]1. The catalyst class is: 11. (5) Reactant: [Cl:1][C:2]1[N:7]=[C:6]([NH:8][CH2:9][CH:10]2[CH2:15][CH2:14][O:13][CH2:12][CH2:11]2)[CH:5]=[N:4][CH:3]=1.[I:16]N1C(=O)CCC1=O. Product: [Cl:1][C:2]1[N:7]=[C:6]([NH:8][CH2:9][CH:10]2[CH2:15][CH2:14][O:13][CH2:12][CH2:11]2)[CH:5]=[N:4][C:3]=1[I:16]. The catalyst class is: 58.